From a dataset of Full USPTO retrosynthesis dataset with 1.9M reactions from patents (1976-2016). Predict the reactants needed to synthesize the given product. (1) Given the product [Cl:12][C:13]1[CH:14]=[N:15][CH:16]=[C:17]([Cl:34])[C:18]=1[NH:19][C:20]1[C:29]2[C:24](=[C:25]([O:32][CH2:2][C:3]3[CH:8]=[CH:7][CH:6]=[CH:5][C:4]=3[N+:9]([O-:11])=[O:10])[C:26]([O:30][CH3:31])=[CH:27][CH:28]=2)[O:23][C:22](=[O:33])[CH:21]=1, predict the reactants needed to synthesize it. The reactants are: Br[CH2:2][C:3]1[CH:8]=[CH:7][CH:6]=[CH:5][C:4]=1[N+:9]([O-:11])=[O:10].[Cl:12][C:13]1[CH:14]=[N:15][CH:16]=[C:17]([Cl:34])[C:18]=1[NH:19][C:20]1[C:29]2[C:24](=[C:25]([OH:32])[C:26]([O:30][CH3:31])=[CH:27][CH:28]=2)[O:23][C:22](=[O:33])[CH:21]=1. (2) Given the product [F:1][C:2]1[CH:3]=[C:4]2[C:22](=[CH:23][CH:24]=1)[O:21][CH2:20][CH2:19][N:18]([C:31](=[O:30])[CH2:32][OH:33])[CH2:17][C:16]1=[C:25]3[N:26]=[C:10]([CH:11]=[CH:12][N:13]3[N:14]=[CH:15]1)[N:9]1[C@@H:5]2[CH2:6][CH2:7][CH2:8]1, predict the reactants needed to synthesize it. The reactants are: [F:1][C:2]1[CH:3]=[C:4]2[C:22](=[CH:23][CH:24]=1)[O:21][CH2:20][CH2:19][NH:18][CH2:17][C:16]1=[C:25]3[N:26]=[C:10]([CH:11]=[CH:12][N:13]3[N:14]=[CH:15]1)[N:9]1[C@@H:5]2[CH2:6][CH2:7][CH2:8]1.C([O:30][CH2:31][C:32](Cl)=[O:33])(=O)C.CCN(C(C)C)C(C)C.[OH-].[Na+]. (3) Given the product [CH3:1][O:2][C:3]([C:4]1[CH:9]=[C:8]([C:15]2[CH:20]=[CH:19][CH:18]=[CH:17][CH:16]=2)[C:7]([F:11])=[CH:6][C:5]=1[O:12][CH3:13])=[O:14], predict the reactants needed to synthesize it. The reactants are: [CH3:1][O:2][C:3](=[O:14])[C:4]1[CH:9]=[C:8](Br)[C:7]([F:11])=[CH:6][C:5]=1[O:12][CH3:13].[C:15]1(B(O)O)[CH:20]=[CH:19][CH:18]=[CH:17][CH:16]=1. (4) Given the product [CH2:7]([C:5]1[S:6][C:2]([C:21]2[CH:20]=[CH:19][N:18]=[C:17]([CH3:16])[CH:22]=2)=[C:3]([C:9]2[CH:14]=[CH:13][C:12]([F:15])=[CH:11][CH:10]=2)[N:4]=1)[CH3:8], predict the reactants needed to synthesize it. The reactants are: Br[C:2]1[S:6][C:5]([CH2:7][CH3:8])=[N:4][C:3]=1[C:9]1[CH:14]=[CH:13][C:12]([F:15])=[CH:11][CH:10]=1.[CH3:16][C:17]1[CH:22]=[C:21](B2OC(C)(C)C(C)(C)O2)[CH:20]=[CH:19][N:18]=1.C(=O)([O-])[O-].[Cs+].[Cs+].